This data is from NCI-60 drug combinations with 297,098 pairs across 59 cell lines. The task is: Regression. Given two drug SMILES strings and cell line genomic features, predict the synergy score measuring deviation from expected non-interaction effect. (1) Drug 1: CCN(CC)CCNC(=O)C1=C(NC(=C1C)C=C2C3=C(C=CC(=C3)F)NC2=O)C. Drug 2: CCC1(CC2CC(C3=C(CCN(C2)C1)C4=CC=CC=C4N3)(C5=C(C=C6C(=C5)C78CCN9C7C(C=CC9)(C(C(C8N6C)(C(=O)OC)O)OC(=O)C)CC)OC)C(=O)OC)O.OS(=O)(=O)O. Cell line: TK-10. Synergy scores: CSS=1.68, Synergy_ZIP=-2.16, Synergy_Bliss=-0.623, Synergy_Loewe=-1.45, Synergy_HSA=-1.02. (2) Synergy scores: CSS=34.3, Synergy_ZIP=-9.91, Synergy_Bliss=-3.99, Synergy_Loewe=-3.92, Synergy_HSA=-0.958. Cell line: A498. Drug 2: CN(CC1=CN=C2C(=N1)C(=NC(=N2)N)N)C3=CC=C(C=C3)C(=O)NC(CCC(=O)O)C(=O)O. Drug 1: CC=C1C(=O)NC(C(=O)OC2CC(=O)NC(C(=O)NC(CSSCCC=C2)C(=O)N1)C(C)C)C(C)C. (3) Drug 1: CCCS(=O)(=O)NC1=C(C(=C(C=C1)F)C(=O)C2=CNC3=C2C=C(C=N3)C4=CC=C(C=C4)Cl)F. Drug 2: C(=O)(N)NO. Cell line: CAKI-1. Synergy scores: CSS=11.2, Synergy_ZIP=-6.40, Synergy_Bliss=-6.67, Synergy_Loewe=-4.24, Synergy_HSA=-4.47. (4) Drug 1: C1CC2CC3=C(CC1C24CN(S(=O)(=O)N4)CC(F)(F)F)C=CC(=C3)C=CCN5CCC(CC5)C(F)(F)F. Drug 2: CC1C(C(CC(O1)OC2CC(CC3=C2C(=C4C(=C3O)C(=O)C5=C(C4=O)C(=CC=C5)OC)O)(C(=O)CO)O)N)O. Cell line: NCIH23. Synergy scores: CSS=69.2, Synergy_ZIP=2.65, Synergy_Bliss=2.02, Synergy_Loewe=-15.5, Synergy_HSA=3.77. (5) Drug 1: CC12CCC3C(C1CCC2=O)CC(=C)C4=CC(=O)C=CC34C. Drug 2: C1CCC(CC1)NC(=O)N(CCCl)N=O. Cell line: 786-0. Synergy scores: CSS=50.3, Synergy_ZIP=1.58, Synergy_Bliss=1.23, Synergy_Loewe=-1.95, Synergy_HSA=2.63. (6) Drug 1: CS(=O)(=O)CCNCC1=CC=C(O1)C2=CC3=C(C=C2)N=CN=C3NC4=CC(=C(C=C4)OCC5=CC(=CC=C5)F)Cl. Drug 2: CC1=C(C(=O)C2=C(C1=O)N3CC4C(C3(C2COC(=O)N)OC)N4)N. Cell line: SF-268. Synergy scores: CSS=11.6, Synergy_ZIP=-1.73, Synergy_Bliss=2.35, Synergy_Loewe=-13.2, Synergy_HSA=-1.58. (7) Drug 1: CCCCCOC(=O)NC1=NC(=O)N(C=C1F)C2C(C(C(O2)C)O)O. Drug 2: CC1CCCC2(C(O2)CC(NC(=O)CC(C(C(=O)C(C1O)C)(C)C)O)C(=CC3=CSC(=N3)C)C)C. Cell line: SK-OV-3. Synergy scores: CSS=47.3, Synergy_ZIP=4.70, Synergy_Bliss=3.49, Synergy_Loewe=-4.56, Synergy_HSA=6.00. (8) Drug 1: C1CCC(CC1)NC(=O)N(CCCl)N=O. Drug 2: CC(C1=C(C=CC(=C1Cl)F)Cl)OC2=C(N=CC(=C2)C3=CN(N=C3)C4CCNCC4)N. Cell line: SW-620. Synergy scores: CSS=14.4, Synergy_ZIP=-4.58, Synergy_Bliss=-1.20, Synergy_Loewe=-5.63, Synergy_HSA=-1.77. (9) Cell line: TK-10. Drug 2: C(CCl)NC(=O)N(CCCl)N=O. Synergy scores: CSS=-2.28, Synergy_ZIP=-0.249, Synergy_Bliss=-5.02, Synergy_Loewe=-6.42, Synergy_HSA=-6.30. Drug 1: COC1=NC(=NC2=C1N=CN2C3C(C(C(O3)CO)O)O)N.